From a dataset of Full USPTO retrosynthesis dataset with 1.9M reactions from patents (1976-2016). Predict the reactants needed to synthesize the given product. (1) Given the product [Cl:1][C:2]1[CH:15]=[CH:14][CH:13]=[CH:12][C:3]=1[CH2:4][NH:5][C:6]1[S:7][C:8](=[CH:29][C:26]2[CH:27]=[C:28]3[C:23](=[CH:24][CH:25]=2)[N:22]=[C:21]([NH:31][CH3:32])[N:20]=[C:19]3[O:18][CH2:16][CH3:17])[C:9](=[O:11])[N:10]=1, predict the reactants needed to synthesize it. The reactants are: [Cl:1][C:2]1[CH:15]=[CH:14][CH:13]=[CH:12][C:3]=1[CH2:4][NH:5][C:6]1[S:7][CH2:8][C:9](=[O:11])[N:10]=1.[CH2:16]([O:18][C:19]1[C:28]2[C:23](=[CH:24][CH:25]=[C:26]([CH:29]=O)[CH:27]=2)[N:22]=[C:21]([NH:31][CH3:32])[N:20]=1)[CH3:17].C(O)(=O)C1C=CC=CC=1.N1CCCCC1. (2) Given the product [C:1]([O:5][C:6]([N:8]1[CH2:13][CH2:12][N:11]([CH2:14][C:15]2[N:20]=[C:19]3[N:21]=[C:22]([C:24]4[CH:29]=[CH:28][CH:27]=[C:26]([NH2:30])[CH:25]=4)[O:23][C:18]3=[CH:17][CH:16]=2)[CH2:10][CH2:9]1)=[O:7])([CH3:4])([CH3:2])[CH3:3], predict the reactants needed to synthesize it. The reactants are: [C:1]([O:5][C:6]([N:8]1[CH2:13][CH2:12][N:11]([CH2:14][C:15]2[N:20]=[C:19]3[N:21]=[C:22]([C:24]4[CH:29]=[CH:28][CH:27]=[C:26]([N+:30]([O-])=O)[CH:25]=4)[O:23][C:18]3=[CH:17][CH:16]=2)[CH2:10][CH2:9]1)=[O:7])([CH3:4])([CH3:3])[CH3:2].O.O.[SH-].[Na+]. (3) Given the product [CH3:1][C@@H:2]1[NH:3][CH2:4][CH2:5][N:6]([C:8]2[CH:13]=[CH:12][CH:11]=[CH:10][N:9]=2)[CH2:7]1, predict the reactants needed to synthesize it. The reactants are: [CH3:1][C@H:2]1[CH2:7][N:6]([C:8]2[CH:13]=[CH:12][CH:11]=[CH:10][N:9]=2)[CH2:5][CH2:4][N:3]1C(OC(C)(C)C)=O.FC(F)(F)C(O)=O.C(=O)([O-])[O-].[Na+].[Na+]. (4) Given the product [CH3:16][O:10][C:9](=[O:11])[CH:8]([C:5]1[CH:4]=[CH:3][C:2]([Br:1])=[CH:7][CH:6]=1)[CH2:12][CH2:13][CH2:14][Cl:15], predict the reactants needed to synthesize it. The reactants are: [Br:1][C:2]1[CH:7]=[CH:6][C:5]([CH:8]([CH2:12][CH2:13][CH2:14][Cl:15])[C:9]([OH:11])=[O:10])=[CH:4][CH:3]=1.[CH3:16]O. (5) Given the product [CH2:12]([O:19][C@@H:20]1[C@@H:25]([O:26][CH2:27][C:28]2[CH:29]=[CH:30][CH:31]=[CH:32][CH:33]=2)[C@H:24]([O:34][CH2:35][C:36]2[CH:41]=[CH:40][CH:39]=[CH:38][CH:37]=2)[C@@H:23]([CH2:42][O:43][CH2:44][C:45]2[CH:50]=[CH:49][CH:48]=[CH:47][CH:46]=2)[O:22][C@H:21]1[C:51]1[C:56]([Cl:57])=[N:55][C:54]([Cl:58])=[C:53]([CH:65]([C:64]2[CH:67]=[CH:68][C:61]([CH2:59][CH3:60])=[CH:62][CH:63]=2)[OH:66])[N:52]=1)[C:13]1[CH:18]=[CH:17][CH:16]=[CH:15][CH:14]=1, predict the reactants needed to synthesize it. The reactants are: CCCCCC.C([Li])CCC.[CH2:12]([O:19][C@@H:20]1[C@@H:25]([O:26][CH2:27][C:28]2[CH:33]=[CH:32][CH:31]=[CH:30][CH:29]=2)[C@H:24]([O:34][CH2:35][C:36]2[CH:41]=[CH:40][CH:39]=[CH:38][CH:37]=2)[C@@H:23]([CH2:42][O:43][CH2:44][C:45]2[CH:50]=[CH:49][CH:48]=[CH:47][CH:46]=2)[O:22][C@H:21]1[C:51]1[C:56]([Cl:57])=[N:55][C:54]([Cl:58])=[CH:53][N:52]=1)[C:13]1[CH:18]=[CH:17][CH:16]=[CH:15][CH:14]=1.[CH2:59]([C:61]1[CH:68]=[CH:67][C:64]([CH:65]=[O:66])=[CH:63][CH:62]=1)[CH3:60].